Dataset: Full USPTO retrosynthesis dataset with 1.9M reactions from patents (1976-2016). Task: Predict the reactants needed to synthesize the given product. (1) Given the product [CH3:8][C:9]1([CH2:20][CH2:21][C:22]([OH:24])=[O:23])[O:13][C:12]2=[N:14][C:15]([N+:17]([O-:19])=[O:18])=[CH:16][N:11]2[CH2:10]1, predict the reactants needed to synthesize it. The reactants are: FC(F)(F)C(O)=O.[CH3:8][C:9]1([CH2:20][CH2:21][C:22]([O:24]C(C)(C)C)=[O:23])[O:13][C:12]2=[N:14][C:15]([N+:17]([O-:19])=[O:18])=[CH:16][N:11]2[CH2:10]1. (2) Given the product [CH3:13][S:14]([NH:1][C:2]1[CH:3]=[CH:4][C:5]([C:6]([O:8][CH2:9][CH3:10])=[O:7])=[CH:11][CH:12]=1)(=[O:16])=[O:15], predict the reactants needed to synthesize it. The reactants are: [NH2:1][C:2]1[CH:12]=[CH:11][C:5]([C:6]([O:8][CH2:9][CH3:10])=[O:7])=[CH:4][CH:3]=1.[CH3:13][S:14](Cl)(=[O:16])=[O:15]. (3) Given the product [F:1][CH:2]([F:24])[O:3][C:4]1[CH:9]=[CH:8][C:7]([CH:10]([NH:13][C:14](=[O:23])[O:15][CH2:16][C:17]2[CH:18]=[CH:19][CH:20]=[CH:21][CH:22]=2)[CH2:11][O:12][CH3:25])=[CH:6][CH:5]=1, predict the reactants needed to synthesize it. The reactants are: [F:1][CH:2]([F:24])[O:3][C:4]1[CH:9]=[CH:8][C:7]([CH:10]([NH:13][C:14](=[O:23])[O:15][CH2:16][C:17]2[CH:22]=[CH:21][CH:20]=[CH:19][CH:18]=2)[CH2:11][OH:12])=[CH:6][CH:5]=1.[CH3:25]I. (4) Given the product [Br:51][C:18]1[CH:19]=[C:20]2[C:15](=[CH:16][CH:17]=1)[C:14](=[O:22])[NH:13][C:12](=[O:23])/[C:11]/2=[CH:10]\[NH:9][CH2:8][C:6]1[CH:5]=[CH:4][C:3]([NH:24][C:25](=[O:32])[CH:26]=[CH2:27])=[C:2]([OH:1])[CH:7]=1, predict the reactants needed to synthesize it. The reactants are: [OH:1][C:2]1[CH:7]=[C:6]([CH2:8][NH:9]/[CH:10]=[C:11]2\[C:12](=[O:23])[NH:13][C:14](=[O:22])[C:15]3[C:20]\2=[CH:19][C:18](I)=[CH:17][CH:16]=3)[CH:5]=[CH:4][C:3]=1[NH:24][C:25](=[O:32])[C:26]1C=CC=C[CH:27]=1.NC1C=CC(CN/C=C2\C(=O)NC(=O)C3C\2=CC([Br:51])=CC=3)=CC=1O[Si](C(C)C)(C(C)C)C(C)C.C(Cl)(=O)C=C. (5) The reactants are: [F:1][C:2]1[CH:3]=[C:4]2[C:9](=[C:10]([O:12][CH:13]([CH3:15])[CH3:14])[CH:11]=1)[N:8]=[C:7]([CH3:16])[CH:6]=[CH:5]2.[Se](=O)=[O:18]. Given the product [F:1][C:2]1[CH:3]=[C:4]2[C:9](=[C:10]([O:12][CH:13]([CH3:14])[CH3:15])[CH:11]=1)[N:8]=[C:7]([CH:16]=[O:18])[CH:6]=[CH:5]2, predict the reactants needed to synthesize it. (6) Given the product [F:3][C:4]1[CH:9]=[CH:8][CH:7]=[CH:6][C:5]=1[C:10]1[N:14]=[N:13][N:12]([CH3:15])[C:11]=1[CH2:16][O:17][C:19]1[CH:24]=[CH:23][C:22]([I:25])=[CH:21][N:20]=1, predict the reactants needed to synthesize it. The reactants are: [H-].[Na+].[F:3][C:4]1[CH:9]=[CH:8][CH:7]=[CH:6][C:5]=1[C:10]1[N:14]=[N:13][N:12]([CH3:15])[C:11]=1[CH2:16][OH:17].Cl[C:19]1[CH:24]=[CH:23][C:22]([I:25])=[CH:21][N:20]=1. (7) Given the product [N:29]([CH2:28][CH2:27][CH2:26][O:7][C:8]1[CH:15]=[CH:14][C:11]([CH:12]=[O:13])=[CH:10][CH:9]=1)=[N+:30]=[N-:31], predict the reactants needed to synthesize it. The reactants are: C([O-])([O-])=O.[K+].[K+].[OH:7][C:8]1[CH:15]=[CH:14][C:11]([CH:12]=[O:13])=[CH:10][CH:9]=1.C1(C)C=CC(S(O[CH2:26][CH2:27][CH2:28][N:29]=[N+:30]=[N-:31])(=O)=O)=CC=1.